From a dataset of Catalyst prediction with 721,799 reactions and 888 catalyst types from USPTO. Predict which catalyst facilitates the given reaction. (1) Reactant: [C:1]([C:4]1[CH:5]=[C:6]([CH:10]=[C:11]([C:13]2[CH:18]=[CH:17][C:16]([CH3:19])=[CH:15][N:14]=2)[CH:12]=1)[C:7]([OH:9])=[O:8])([CH3:3])=[CH2:2].[H][H]. Product: [CH:1]([C:4]1[CH:5]=[C:6]([CH:10]=[C:11]([C:13]2[CH:18]=[CH:17][C:16]([CH3:19])=[CH:15][N:14]=2)[CH:12]=1)[C:7]([OH:9])=[O:8])([CH3:3])[CH3:2]. The catalyst class is: 29. (2) Reactant: [Br:1][C:2]1[C:3]([C:12]2[O:13][CH:14]=[CH:15][CH:16]=2)=[N:4][C:5]([NH2:11])=[N:6][C:7]=1S(C)=O.[CH:17]1([OH:23])[CH2:22][CH2:21][CH2:20][CH2:19][CH2:18]1.C1CCN2C(=NCCC2)CC1. Product: [Br:1][C:2]1[C:3]([C:12]2[O:13][CH:14]=[CH:15][CH:16]=2)=[N:4][C:5]([NH2:11])=[N:6][C:7]=1[O:23][C:17]1[CH:22]=[CH:21][CH:20]=[CH:19][CH:18]=1. The catalyst class is: 12. (3) Reactant: [CH3:1][C:2]1[CH:7]=[CH:6][N:5]=[C:4]([C:8]2[CH:13]=[C:12]([CH3:14])[CH:11]=[CH:10][N:9]=2)[CH:3]=1.ClC1C=CC=C(C(OO)=[O:23])C=1. The catalyst class is: 22. Product: [CH3:1][C:2]1[CH:3]=[C:4]([C:8]2[CH:13]=[C:12]([CH3:14])[CH:11]=[CH:10][N:9]=2)[N+:5]([O-:23])=[CH:6][CH:7]=1. (4) Reactant: [F:1][C:2]([F:50])([F:49])[C:3]1[CH:4]=[C:5]([CH:42]=[C:43]([C:45]([F:48])([F:47])[F:46])[CH:44]=1)[CH2:6][N:7]([C:36]1[N:37]=[N:38][N:39]([CH3:41])[N:40]=1)[C@@H:8]1[C:17]2[C:12](=[CH:13][CH:14]=[C:15]([C:18]([F:21])([F:20])[F:19])[CH:16]=2)[N:11]([C:22]([C@H:24]2[CH2:29][CH2:28][C@H:27]([CH2:30][C:31]([NH2:33])=[O:32])[CH2:26][CH2:25]2)=[O:23])[C@H:10]([CH2:34][CH3:35])[CH2:9]1. Product: [F:47][C:45]([F:46])([F:48])[C:43]1[CH:42]=[C:5]([CH:4]=[C:3]([C:2]([F:50])([F:49])[F:1])[CH:44]=1)[CH2:6][N:7]([C:36]1[N:37]=[N:38][N:39]([CH3:41])[N:40]=1)[CH:8]1[C:17]2[C:12](=[CH:13][CH:14]=[C:15]([C:18]([F:19])([F:20])[F:21])[CH:16]=2)[N:11]([C:22]([CH:24]2[CH2:25][CH2:26][CH:27]([CH2:30][C:31]([NH2:33])=[O:32])[CH2:28][CH2:29]2)=[O:23])[CH:10]([CH2:34][CH3:35])[CH2:9]1. The catalyst class is: 21. (5) Reactant: [H-].[Na+].[OH:3][C:4]1[C:5]2[N:6]([C:17]([CH3:21])=[C:18]([CH3:20])[N:19]=2)[CH:7]=[C:8]([N:10]2[CH:15]=[CH:14][CH:13]=[CH:12][C:11]2=[O:16])[CH:9]=1.Br[CH2:23][CH:24]=[C:25]([CH3:27])[CH3:26]. Product: [CH3:20][C:18]1[N:19]=[C:5]2[C:4]([O:3][CH2:23][CH:24]=[C:25]([CH3:27])[CH3:26])=[CH:9][C:8]([N:10]3[CH:15]=[CH:14][CH:13]=[CH:12][C:11]3=[O:16])=[CH:7][N:6]2[C:17]=1[CH3:21]. The catalyst class is: 9. (6) Reactant: [CH2:1]([C:4]1[S:31][C:7]2[N:8]=[C:9]([N:25]3[CH2:29][CH2:28][C@@H:27]([NH2:30])[CH2:26]3)[N:10]=[C:11]([N:12]3[CH2:17][CH2:16][N:15]4[C:18]([C:21]([F:24])([F:23])[F:22])=[N:19][N:20]=[C:14]4[CH2:13]3)[C:6]=2[CH:5]=1)[CH2:2][CH3:3].C(N(CC)CC)C.[CH3:39][O:40][C:41](Cl)=[O:42]. Product: [CH3:39][O:40][C:41](=[O:42])[NH:30][C@@H:27]1[CH2:28][CH2:29][N:25]([C:9]2[N:10]=[C:11]([N:12]3[CH2:17][CH2:16][N:15]4[C:18]([C:21]([F:22])([F:23])[F:24])=[N:19][N:20]=[C:14]4[CH2:13]3)[C:6]3[CH:5]=[C:4]([CH2:1][CH2:2][CH3:3])[S:31][C:7]=3[N:8]=2)[CH2:26]1. The catalyst class is: 4. (7) The catalyst class is: 436. Product: [C:31]([O:1][CH2:2][C:3]1[C:8]([NH:9][C:10]([O:12][CH2:13][CH3:14])=[O:11])=[CH:7][C:6]([C:15]2[CH:16]=[CH:17][C:18](=[O:24])[N:19]([CH:21]([CH3:22])[CH3:23])[N:20]=2)=[C:5]([C:25]2[CH:26]=[CH:27][CH:28]=[CH:29][CH:30]=2)[N:4]=1)(=[O:33])[CH3:32]. Reactant: [OH:1][CH2:2][C:3]1[C:8]([NH:9][C:10]([O:12][CH2:13][CH3:14])=[O:11])=[CH:7][C:6]([C:15]2[CH:16]=[CH:17][C:18](=[O:24])[N:19]([CH:21]([CH3:23])[CH3:22])[N:20]=2)=[C:5]([C:25]2[CH:30]=[CH:29][CH:28]=[CH:27][CH:26]=2)[N:4]=1.[C:31](OC(=O)C)(=[O:33])[CH3:32].CO.